Predict the reactants needed to synthesize the given product. From a dataset of Full USPTO retrosynthesis dataset with 1.9M reactions from patents (1976-2016). (1) Given the product [Cl:42][C:39]1[CH:38]=[CH:37][C:36]([C:34]2[N:35]=[C:31]([NH:30][C:11]([CH:10]=[CH:9][C:8]3[CH:14]=[CH:15][C:16]([O:17][CH3:18])=[C:6]([O:23][C:24](=[O:28])[CH2:25][CH2:47][CH3:48])[CH:7]=3)=[O:13])[S:32][CH:33]=2)=[CH:41][CH:40]=1, predict the reactants needed to synthesize it. The reactants are: C([C:6]1[CH:7]=[C:8]([CH:14]=[CH:15][C:16]=1[O:17][CH3:18])[CH:9]=[CH:10][C:11]([OH:13])=O)(=O)CCC.CN(C=[O:23])C.[C:24](Cl)(=[O:28])[C:25](Cl)=O.[NH2:30][C:31]1[S:32][CH:33]=[C:34]([C:36]2[CH:41]=[CH:40][C:39]([Cl:42])=[CH:38][CH:37]=2)[N:35]=1.N1[CH:48]=[CH:47]C=CC=1. (2) Given the product [CH3:16][N:13]1[C:9]2([CH2:14][CH2:15][N:7]([C:3]3[CH:2]=[N:1][CH:6]=[CH:5][CH:4]=3)[CH2:8]2)[CH2:10][CH2:11][CH2:12]1, predict the reactants needed to synthesize it. The reactants are: [N:1]1[CH:6]=[CH:5][CH:4]=[C:3]([N:7]2[CH2:15][CH2:14][C:9]3([NH:13][CH2:12][CH2:11][CH2:10]3)[CH2:8]2)[CH:2]=1.[C:16](=O)(O)[O-].[Na+]. (3) The reactants are: [NH2:1][C:2]1[CH:3]=[C:4]([C@@H:9]([O:40][Si](CC)(CC)CC)[CH2:10][N:11](C(OC(C)(C)C)=O)[CH2:12][CH2:13][O:14][C:15]2[CH:23]=[C:22]3[C:18]([C:19]([O:31][CH3:32])=[N:20][N:21]3C(OC(C)(C)C)=O)=[CH:17][CH:16]=2)[CH:5]=[CH:6][C:7]=1[Cl:8].C(Cl)Cl.NC1C=C([C@@H](O[Si](CC)(CC)CC)CN(C(OC(C)(C)C)=O)CCOC2C=C3C(C(OC)=NN3C(OC(C)(C)C)=O)=CC=2)C=CC=1Cl.[N+:98]([C:101]1[CH:102]=[C:103]([S:107](Cl)(=[O:109])=[O:108])[CH:104]=[CH:105][CH:106]=1)([O-])=O.C(Cl)Cl.C(O)C(N)(CO)CO.Cl.O1CCOCC1. Given the product [NH2:98][C:101]1[CH:102]=[C:103]([S:107]([NH:1][C:2]2[CH:3]=[C:4]([C@@H:9]([OH:40])[CH2:10][NH:11][CH2:12][CH2:13][O:14][C:15]3[CH:23]=[C:22]4[C:18]([C:19]([O:31][CH3:32])=[N:20][NH:21]4)=[CH:17][CH:16]=3)[CH:5]=[CH:6][C:7]=2[Cl:8])(=[O:109])=[O:108])[CH:104]=[CH:105][CH:106]=1.[ClH:8], predict the reactants needed to synthesize it. (4) Given the product [CH2:18]([N:22]([CH2:34][CH:35]([CH3:37])[CH3:36])[C:23]1[CH:30]=[CH:29][C:26](/[CH:27]=[C:11](\[CH3:17])/[C:12]([O:14][CH2:15][CH3:16])=[O:13])=[CH:25][C:24]=1[N+:31]([O-:33])=[O:32])[CH:19]([CH3:21])[CH3:20], predict the reactants needed to synthesize it. The reactants are: [H-].[Na+].C(OP([CH:11]([CH3:17])[C:12]([O:14][CH2:15][CH3:16])=[O:13])(OCC)=O)C.[CH2:18]([N:22]([CH2:34][CH:35]([CH3:37])[CH3:36])[C:23]1[CH:30]=[CH:29][C:26]([CH:27]=O)=[CH:25][C:24]=1[N+:31]([O-:33])=[O:32])[CH:19]([CH3:21])[CH3:20]. (5) Given the product [C:1]([C:5]1[C:19]([OH:20])=[C:18]([CH:21]([CH3:24])[CH2:22][CH3:23])[C:8]2[CH2:9][C:10]3([O:17][C:7]=2[CH:6]=1)[CH2:16][CH2:15][CH2:14][CH2:13][CH2:12][CH2:11]3)([CH3:4])([CH3:3])[CH3:2], predict the reactants needed to synthesize it. The reactants are: [C:1]([C:5]1[C:19]([OH:20])=[C:18]([CH:21]([CH3:24])[CH:22]=[CH2:23])[C:8]2[CH2:9][C:10]3([O:17][C:7]=2[CH:6]=1)[CH2:16][CH2:15][CH2:14][CH2:13][CH2:12][CH2:11]3)([CH3:4])([CH3:3])[CH3:2]. (6) Given the product [F:37][C:2]([F:36])([F:1])[C:3]1[CH:4]=[C:5]([CH:29]=[C:30]([C:32]([F:33])([F:35])[F:34])[CH:31]=1)[C:6]([N:8]1[CH2:9][CH2:10][C:11]2([N:15]([C:16]3[CH:21]=[CH:20][CH:19]=[CH:18][CH:17]=3)[CH2:14][N:13]([CH2:22][CH2:23][CH2:24][N:39]([CH3:40])[CH3:38])[C:12]2=[O:26])[CH2:27][CH2:28]1)=[O:7], predict the reactants needed to synthesize it. The reactants are: [F:1][C:2]([F:37])([F:36])[C:3]1[CH:4]=[C:5]([CH:29]=[C:30]([C:32]([F:35])([F:34])[F:33])[CH:31]=1)[C:6]([N:8]1[CH2:28][CH2:27][C:11]2([N:15]([C:16]3[CH:21]=[CH:20][CH:19]=[CH:18][CH:17]=3)[CH2:14][N:13]([CH2:22][CH2:23][CH2:24]O)[C:12]2=[O:26])[CH2:10][CH2:9]1)=[O:7].[CH3:38][NH:39][CH3:40].